Dataset: CYP1A2 inhibition data for predicting drug metabolism from PubChem BioAssay. Task: Regression/Classification. Given a drug SMILES string, predict its absorption, distribution, metabolism, or excretion properties. Task type varies by dataset: regression for continuous measurements (e.g., permeability, clearance, half-life) or binary classification for categorical outcomes (e.g., BBB penetration, CYP inhibition). Dataset: cyp1a2_veith. The drug is COc1ccc(CNc2ccnc(-c3ccc4c(c3)OCO4)n2)c(OC)c1. The result is 1 (inhibitor).